The task is: Predict the reactants needed to synthesize the given product.. This data is from Full USPTO retrosynthesis dataset with 1.9M reactions from patents (1976-2016). (1) Given the product [C:14]([C:13]1[CH:12]=[C:11]([N:7]2[C:8]3[C:4](=[CH:3][C:2]([C:29]4[CH:30]=[C:25]([CH:26]=[C:27]([F:35])[C:28]=4[CH3:34])[C:23]([NH:22][CH:19]4[CH2:20][CH2:21]4)=[O:24])=[CH:10][CH:9]=3)[CH:5]=[CH:6]2)[CH:18]=[CH:17][CH:16]=1)#[N:15], predict the reactants needed to synthesize it. The reactants are: Br[C:2]1[CH:3]=[C:4]2[C:8](=[CH:9][CH:10]=1)[N:7]([C:11]1[CH:12]=[C:13]([CH:16]=[CH:17][CH:18]=1)[C:14]#[N:15])[CH:6]=[CH:5]2.[CH:19]1([NH:22][C:23]([C:25]2[CH:26]=[C:27]([F:35])[C:28]([CH3:34])=[C:29](B(O)O)[CH:30]=2)=[O:24])[CH2:21][CH2:20]1.C(=O)([O-])O.[Na+]. (2) Given the product [CH2:1]([O:3][C:4](=[O:19])[CH2:5][C:6]1[C:15]2[C:10](=[CH:11][CH:12]=[C:13]([O:16][CH3:17])[CH:14]=2)[CH:9]=[CH:8][CH:7]=1)[CH3:2], predict the reactants needed to synthesize it. The reactants are: [CH2:1]([O:3][C:4](=[O:19])[CH2:5][C:6]1(O)[C:15]2[C:10](=[CH:11][CH:12]=[C:13]([O:16][CH3:17])[CH:14]=2)[CH2:9][CH2:8][CH2:7]1)[CH3:2].C1(C(C2C=CC=CC=2)=C)C=CC=CC=1.CC1C2C(=CC=CC=2)C=CC=1. (3) The reactants are: [CH:1]([C:3]1[C:4]([O:14][CH2:15][C:16]2[CH:41]=[CH:40][C:19]([O:20][CH2:21][C:22]3[N:23]=[C:24]([C:28]4[CH:33]=[CH:32][C:31]([CH2:34][C:35]([O:37][CH2:38][CH3:39])=[O:36])=[CH:30][CH:29]=4)[O:25][C:26]=3[CH3:27])=[C:18]([O:42][CH3:43])[CH:17]=2)=[N:5][N:6]([C:8]2[CH:13]=[CH:12][CH:11]=[CH:10][CH:9]=2)[CH:7]=1)=O.[Cl-].[CH:45]([C:48]1[S:49][CH:50]=[C:51]([CH2:53][P+](C2C=CC=CC=2)(C2C=CC=CC=2)C2C=CC=CC=2)[N:52]=1)([CH3:47])[CH3:46].C(=O)([O-])[O-].[K+].[K+].CN(C)C=O. Given the product [CH:45]([C:48]1[S:49][CH:50]=[C:51](/[CH:53]=[CH:1]\[C:3]2[C:4]([O:14][CH2:15][C:16]3[CH:41]=[CH:40][C:19]([O:20][CH2:21][C:22]4[N:23]=[C:24]([C:28]5[CH:33]=[CH:32][C:31]([CH2:34][C:35]([O:37][CH2:38][CH3:39])=[O:36])=[CH:30][CH:29]=5)[O:25][C:26]=4[CH3:27])=[C:18]([O:42][CH3:43])[CH:17]=3)=[N:5][N:6]([C:8]3[CH:9]=[CH:10][CH:11]=[CH:12][CH:13]=3)[CH:7]=2)[N:52]=1)([CH3:47])[CH3:46], predict the reactants needed to synthesize it. (4) Given the product [C:1]([O:5][C:6]([CH:8]1[CH2:11][N:10]([CH2:12][C:13]2[CH:14]=[C:15]3[C:23](=[CH:24][CH:25]=2)[C:22]2[O:21][N:20]=[C:19]([C:26]([OH:28])=[O:27])[C:18]=2[CH2:17][CH2:16]3)[CH2:9]1)=[O:7])([CH3:4])([CH3:2])[CH3:3], predict the reactants needed to synthesize it. The reactants are: [C:1]([O:5][C:6]([CH:8]1[CH2:11][N:10]([CH2:12][C:13]2[CH:14]=[C:15]3[C:23](=[CH:24][CH:25]=2)[C:22]2[O:21][N:20]=[C:19]([C:26]([O:28]C)=[O:27])[C:18]=2[CH2:17][CH2:16]3)[CH2:9]1)=[O:7])([CH3:4])([CH3:3])[CH3:2].O.[OH-].[Li+]. (5) The reactants are: [CH2:1]([C:12]1[N:16]=[C:15]([C:17]2[CH:24]=[CH:23][C:20]([CH:21]=O)=[CH:19][CH:18]=2)[O:14][N:13]=1)[CH2:2][CH2:3][CH2:4][CH2:5][CH2:6][CH2:7][CH2:8][CH2:9][CH2:10][CH3:11].[O:25]1[C:29]2[CH:30]=[CH:31][C:32]([NH2:34])=[CH:33][C:28]=2[O:27][CH2:26]1. Given the product [O:25]1[C:29]2[CH:30]=[CH:31][C:32]([NH:34][CH2:21][C:20]3[CH:23]=[CH:24][C:17]([C:15]4[O:14][N:13]=[C:12]([CH2:1][CH2:2][CH2:3][CH2:4][CH2:5][CH2:6][CH2:7][CH2:8][CH2:9][CH2:10][CH3:11])[N:16]=4)=[CH:18][CH:19]=3)=[CH:33][C:28]=2[O:27][CH2:26]1, predict the reactants needed to synthesize it. (6) Given the product [Cl:1][C:2]1[CH:7]=[C:6]([C:8]([F:11])([F:10])[F:9])[CH:5]=[C:4]([Cl:12])[C:3]=1[N:13]1[C:17]([O:18][C:34](=[O:35])[C:33]([CH3:38])([CH3:37])[CH3:32])=[C:16]([S:19][C:20]([F:23])([F:21])[F:22])[C:15]([C:24]#[N:25])=[N:14]1, predict the reactants needed to synthesize it. The reactants are: [Cl:1][C:2]1[CH:7]=[C:6]([C:8]([F:11])([F:10])[F:9])[CH:5]=[C:4]([Cl:12])[C:3]=1[N:13]1[C:17]([OH:18])=[C:16]([S:19][C:20]([F:23])([F:22])[F:21])[C:15]([C:24]#[N:25])=[N:14]1.N1C=CC=CC=1.[CH3:32][C:33]([CH3:38])([CH3:37])[C:34](Cl)=[O:35]. (7) Given the product [C:24]([O:23][C:21](=[O:22])[NH:28][C:29]1[CH:30]=[CH:31][C:32]([NH:35][C:10]([C:5]2[S:6][CH:7]=[CH:8][N:9]=2)=[O:11])=[CH:33][CH:34]=1)([CH3:27])([CH3:26])[CH3:25], predict the reactants needed to synthesize it. The reactants are: [Si]([C:5]1[S:6][CH:7]=[CH:8][N:9]=1)(C)(C)C.[C:10](Cl)(Cl)=[O:11].C1(C)C=CC=CC=1.[C:21]([NH:28][C:29]1[CH:34]=[CH:33][C:32]([NH2:35])=[CH:31][CH:30]=1)([O:23][C:24]([CH3:27])([CH3:26])[CH3:25])=[O:22].N1C=CC=CC=1.